This data is from Full USPTO retrosynthesis dataset with 1.9M reactions from patents (1976-2016). The task is: Predict the reactants needed to synthesize the given product. (1) Given the product [Cl:19][C:20]1[CH:25]=[CH:24][C:23]([C:13]2([OH:17])[CH2:14][CH2:15][CH2:16][N:11]([C:9]([C:7]3[CH:6]=[CH:5][N:4]=[C:3]([N:2]([CH3:18])[CH3:1])[CH:8]=3)=[O:10])[CH2:12]2)=[C:22]([CH3:28])[CH:21]=1, predict the reactants needed to synthesize it. The reactants are: [CH3:1][N:2]([CH3:18])[C:3]1[CH:8]=[C:7]([C:9]([N:11]2[CH2:16][CH2:15][CH2:14][C:13](=[O:17])[CH2:12]2)=[O:10])[CH:6]=[CH:5][N:4]=1.[Cl:19][C:20]1[CH:25]=[CH:24][C:23]([Mg]Br)=[C:22]([CH3:28])[CH:21]=1. (2) Given the product [CH3:1][C:2]1[CH:28]=[C:27]([CH3:29])[CH:26]=[CH:25][C:3]=1[CH2:4][N:5]1[C:13]([C:14]2[CH:19]=[CH:18][C:17]([F:20])=[CH:16][CH:15]=2)=[C:12]2[C:7]([C:8]([C:21]([OH:23])=[O:22])=[CH:9][CH:10]=[CH:11]2)=[N:6]1, predict the reactants needed to synthesize it. The reactants are: [CH3:1][C:2]1[CH:28]=[C:27]([CH3:29])[CH:26]=[CH:25][C:3]=1[CH2:4][N:5]1[C:13]([C:14]2[CH:19]=[CH:18][C:17]([F:20])=[CH:16][CH:15]=2)=[C:12]2[C:7]([C:8]([C:21]([O:23]C)=[O:22])=[CH:9][CH:10]=[CH:11]2)=[N:6]1.[OH-].[Na+].Cl. (3) Given the product [CH3:20][N:21]([CH3:25])[CH2:22][CH2:23][O:1][C:2]1[CH:3]=[CH:4][C:5]([CH2:8][C:9]([O:11][CH3:12])=[O:10])=[CH:6][CH:7]=1, predict the reactants needed to synthesize it. The reactants are: [OH:1][C:2]1[CH:7]=[CH:6][C:5]([CH2:8][C:9]([O:11][CH3:12])=[O:10])=[CH:4][CH:3]=1.C(=O)([O-])[O-].[Cs+].[Cs+].Cl.[CH3:20][N:21]([CH3:25])[CH2:22][CH2:23]Cl.[I-].[Na+]. (4) Given the product [Cl:8][C:5]1[N:4]=[N:3][C:2]([C:19]2[CH:20]=[CH:21][C:16]([Cl:15])=[CH:17][CH:18]=2)=[CH:7][CH:6]=1, predict the reactants needed to synthesize it. The reactants are: Cl[C:2]1[N:3]=[N:4][C:5]([Cl:8])=[CH:6][CH:7]=1.C([O-])([O-])=O.[Na+].[Na+].[Cl:15][C:16]1[CH:21]=[CH:20][C:19](OB(O)O)=[CH:18][CH:17]=1.O. (5) Given the product [NH2:8][C:9]1[CH:10]=[CH:11][C:3]([CH2:1][CH3:2])=[CH:4][C:5]=1[C:6]([OH:13])=[O:14], predict the reactants needed to synthesize it. The reactants are: [CH2:1]([C:3]1[CH:4]=[C:5]2[C:9](=[CH:10][CH:11]=1)[NH:8]C(=O)[C:6]2=[O:13])[CH3:2].[OH:14]O. (6) Given the product [CH:58]1[C:64](=[O:65])[NH:63][C:61](=[O:62])[N:60]([C@@H:66]2[O:70][C@H:69]([CH2:71][O:72][P:73]([O:20][P:19]([O:18][C@H:16]3[O:17][C@H:12]([CH2:11][OH:26])[C@@H:13]([OH:25])[C@H:14]([OH:24])[C@H:15]3[OH:23])([OH:22])=[O:21])([OH:75])=[O:74])[C@@H:68]([OH:81])[C@H:67]2[OH:82])[CH:59]=1, predict the reactants needed to synthesize it. The reactants are: C=C(OP(O)(O)=O)C(O)=O.[CH2:11]([OH:26])[C@H:12]1[O:17][CH:16]([O:18][P:19]([OH:22])([OH:21])=[O:20])[C@H:15]([OH:23])[C@@H:14]([OH:24])[C@@H:13]1[OH:25].P(OC[C@H]1O[C@@H](N2C3N=CN=C(N)C=3N=C2)[C@H](O)[C@@H]1O)(OP(OP(O)(O)=O)(O)=O)(=O)O.[CH:58]1[C:64](=[O:65])[NH:63][C:61](=[O:62])[N:60]([C@@H:66]2[O:70][C@H:69]([CH2:71][O:72][P:73](OP(O)(O)=O)([OH:75])=[O:74])[C@@H:68]([OH:81])[C@H:67]2[OH:82])[CH:59]=1.C1C(=O)NC(=O)N([C@@H]2O[C@H](COP(OP(OP(O)(O)=O)(O)=O)(O)=O)[C@@H](O)[C@H]2O)C=1.C([O-])(=O)C(C)=O. (7) Given the product [C:11]1([C:9]2[NH:8][N:7]=[C:6]([C:4]([OH:5])=[O:3])[CH:10]=2)[CH:12]=[CH:13][CH:14]=[CH:15][CH:16]=1, predict the reactants needed to synthesize it. The reactants are: C([O:3][C:4]([C:6]1[CH:10]=[C:9]([C:11]2[CH:16]=[CH:15][CH:14]=[CH:13][CH:12]=2)[NH:8][N:7]=1)=[O:5])C.CO.O.O[Li].O. (8) Given the product [Cl:1][C:2]1[CH:7]=[C:6]([F:8])[C:5]([N:9]2[C:14](=[O:15])[CH:13]=[C:12]([C:16]([F:18])([F:19])[F:17])[N:11]([CH3:34])[C:10]2=[O:20])=[C:4]([N+:21]([O-:23])=[O:22])[C:3]=1[NH:24][C:25]([O:27][CH2:28][CH3:29])=[O:26], predict the reactants needed to synthesize it. The reactants are: [Cl:1][C:2]1[CH:7]=[C:6]([F:8])[C:5]([N:9]2[C:14](=[O:15])[CH:13]=[C:12]([C:16]([F:19])([F:18])[F:17])[NH:11][C:10]2=[O:20])=[C:4]([N+:21]([O-:23])=[O:22])[C:3]=1[NH:24][C:25]([O:27][CH2:28][CH3:29])=[O:26].S(OC)(O[CH3:34])(=O)=O.C(=O)([O-])[O-].[K+].[K+].